From a dataset of Reaction yield outcomes from USPTO patents with 853,638 reactions. Predict the reaction yield, written as a fraction of the theoretical maximum amount of product (1.0 means a 100% yield; for example, 0.34 means a 34% yield). (1) The reactants are [CH3:1][N:2]([CH3:19])[CH2:3][CH2:4][O:5][C:6]1[CH:11]=[CH:10][C:9]([NH2:12])=[CH:8][C:7]=1[C:13]1[N:14]([CH3:18])[N:15]=[CH:16][CH:17]=1.[CH3:20][O:21][C:22]1[CH:23]=[C:24]([N:28]=[C:29]=[O:30])[CH:25]=[CH:26][CH:27]=1. No catalyst specified. The product is [CH3:1][N:2]([CH3:19])[CH2:3][CH2:4][O:5][C:6]1[CH:11]=[CH:10][C:9]([NH:12][C:29]([NH:28][C:24]2[CH:25]=[CH:26][CH:27]=[C:22]([O:21][CH3:20])[CH:23]=2)=[O:30])=[CH:8][C:7]=1[C:13]1[N:14]([CH3:18])[N:15]=[CH:16][CH:17]=1. The yield is 0.711. (2) The reactants are [C:1]([N:4]1[CH2:9][CH2:8][CH:7]([N:10]2[C:23](=[O:24])[C@H:22]([NH:25]C(=O)OCC3C=CC=CC=3)[CH2:21][C:20]3[CH:19]=[CH:18][C:17]4[NH:16][N:15]=[CH:14][C:13]=4[C:12]=3[CH2:11]2)[CH2:6][CH2:5]1)(=[O:3])[CH3:2].C1(OC)C=CC=CC=1.[CH3:44][S:45]([OH:48])(=[O:47])=[O:46]. The catalyst is ClCCl.C(OCC)C. The product is [CH3:44][S:45]([OH:48])(=[O:47])=[O:46].[C:1]([N:4]1[CH2:9][CH2:8][CH:7]([N:10]2[C:23](=[O:24])[C@H:22]([NH2:25])[CH2:21][C:20]3[CH:19]=[CH:18][C:17]4[NH:16][N:15]=[CH:14][C:13]=4[C:12]=3[CH2:11]2)[CH2:6][CH2:5]1)(=[O:3])[CH3:2]. The yield is 1.00. (3) The reactants are [Cl:1][C:2]1[C:3]([C:10]([OH:12])=O)=[N:4][CH:5]=[C:6]([C:8]#[N:9])[CH:7]=1.[NH2:13][C:14]1[CH:15]=[CH:16][C:17]([F:51])=[C:18]([C@:20]2([CH3:50])[CH2:25][O:24][CH2:23][C:22]([NH:26][C:27]([C:42]3[CH:47]=[CH:46][C:45]([O:48][CH3:49])=[CH:44][CH:43]=3)([C:34]3[CH:39]=[CH:38][C:37]([O:40][CH3:41])=[CH:36][CH:35]=3)[C:28]3[CH:33]=[CH:32][CH:31]=[CH:30][CH:29]=3)=[N:21]2)[CH:19]=1.O.[Cl-].COC1N=C(OC)N=C([N+]2(C)CCOCC2)N=1. No catalyst specified. The product is [CH3:49][O:48][C:45]1[CH:46]=[CH:47][C:42]([C:27]([NH:26][C:22]2[CH2:23][O:24][CH2:25][C@:20]([C:18]3[CH:19]=[C:14]([NH:13][C:10]([C:3]4[C:2]([Cl:1])=[CH:7][C:6]([C:8]#[N:9])=[CH:5][N:4]=4)=[O:12])[CH:15]=[CH:16][C:17]=3[F:51])([CH3:50])[N:21]=2)([C:34]2[CH:35]=[CH:36][C:37]([O:40][CH3:41])=[CH:38][CH:39]=2)[C:28]2[CH:29]=[CH:30][CH:31]=[CH:32][CH:33]=2)=[CH:43][CH:44]=1. The yield is 0.440.